Dataset: Reaction yield outcomes from USPTO patents with 853,638 reactions. Task: Predict the reaction yield, written as a fraction of the theoretical maximum amount of product (1.0 means a 100% yield; for example, 0.34 means a 34% yield). (1) The catalyst is CC#N. The yield is 0.310. The product is [Br:8][C:12]1[C:13]([NH2:16])=[N:14][CH:15]=[C:10]([F:9])[CH:11]=1. The reactants are C1C(=O)N([Br:8])C(=O)C1.[F:9][C:10]1[CH:11]=[CH:12][C:13]([NH2:16])=[N:14][CH:15]=1. (2) The reactants are [Br:1][C:2]1[CH:7]=[CH:6][C:5]([S:8](Cl)(=[O:10])=[O:9])=[CH:4][CH:3]=1.CCN(CC)CC.[NH2:19][C@H:20]1[CH2:25][CH2:24][C@H:23]([OH:26])[CH2:22][CH2:21]1. The catalyst is C1COCC1. The product is [Br:1][C:2]1[CH:7]=[CH:6][C:5]([S:8]([NH:19][C@H:20]2[CH2:25][CH2:24][C@H:23]([OH:26])[CH2:22][CH2:21]2)(=[O:10])=[O:9])=[CH:4][CH:3]=1. The yield is 0.970. (3) The reactants are C1(C)C=CC=CC=1.Br[C:9]1[CH:10]=[CH:11][C:12]([C:15](=[O:17])[CH3:16])=[N:13][CH:14]=1.[CH3:18][O:19][C:20]1[CH:25]=[CH:24][C:23](B(O)O)=[CH:22][CH:21]=1.C([O-])([O-])=O.[Na+].[Na+]. The catalyst is C1C=CC([P]([Pd]([P](C2C=CC=CC=2)(C2C=CC=CC=2)C2C=CC=CC=2)([P](C2C=CC=CC=2)(C2C=CC=CC=2)C2C=CC=CC=2)[P](C2C=CC=CC=2)(C2C=CC=CC=2)C2C=CC=CC=2)(C2C=CC=CC=2)C2C=CC=CC=2)=CC=1.C(O)C. The product is [CH3:18][O:19][C:20]1[CH:25]=[CH:24][C:23]([C:9]2[CH:10]=[CH:11][C:12]([C:15](=[O:17])[CH3:16])=[N:13][CH:14]=2)=[CH:22][CH:21]=1. The yield is 0.880. (4) The reactants are [C:1]([NH:5][C:6]([C:8]1[S:12][C:11]2[CH2:13][C:14]([CH3:17])([CH3:16])[CH2:15][C:10]=2[CH:9]=1)=[O:7])([CH3:4])([CH3:3])[CH3:2].C([Li])CCC.CN([CH:26]=[O:27])C. The catalyst is C1COCC1. The product is [C:1]([NH:5][C:6]([C:8]1[S:12][C:11]2[CH2:13][C:14]([CH3:17])([CH3:16])[CH2:15][C:10]=2[C:9]=1[CH:26]=[O:27])=[O:7])([CH3:4])([CH3:2])[CH3:3]. The yield is 0.800. (5) The reactants are [CH2:1]([O:3][C:4]([C:6]1([CH2:19][CH:20]=C)[CH2:11][CH2:10][N:9]([C:12]([O:14][C:15]([CH3:18])([CH3:17])[CH3:16])=[O:13])[CH2:8][CH2:7]1)=[O:5])[CH3:2].CC[O:24]C(C)=O. The catalyst is CC(O)C.O.O=[Os](=O)(=O)=O. The product is [CH2:1]([O:3][C:4]([C:6]1([CH2:19][CH:20]=[O:24])[CH2:7][CH2:8][N:9]([C:12]([O:14][C:15]([CH3:18])([CH3:16])[CH3:17])=[O:13])[CH2:10][CH2:11]1)=[O:5])[CH3:2]. The yield is 0.340. (6) The reactants are [NH2:1][C:2]1[N:7]2[CH2:8][C:9](=O)[N:10]=[C:6]2[C:5]([C:12]([O:14][CH2:15][CH3:16])=[O:13])=[CH:4][C:3]=1[Cl:17].P(Cl)(Cl)([Cl:20])=O. No catalyst specified. The product is [NH2:1][C:2]1[N:7]2[CH:8]=[C:9]([Cl:20])[N:10]=[C:6]2[C:5]([C:12]([O:14][CH2:15][CH3:16])=[O:13])=[CH:4][C:3]=1[Cl:17]. The yield is 0.720.